From a dataset of Reaction yield outcomes from USPTO patents with 853,638 reactions. Predict the reaction yield, written as a fraction of the theoretical maximum amount of product (1.0 means a 100% yield; for example, 0.34 means a 34% yield). (1) The product is [F:42][C:43]1[CH:44]=[C:45]([C@:49]([C@@H:57]2[CH2:62][CH2:61][CH2:60][N:59]([C:29]([NH:22][CH:9]([CH2:8][C:2]3([OH:1])[CH2:3][CH2:4][CH2:5][CH2:6][CH2:7]3)[CH2:10][N:11]([CH3:21])[C:12]([O:13][CH2:14][CH2:15][Si:16]([CH3:17])([CH3:19])[CH3:18])=[O:20])=[O:30])[CH2:58]2)([OH:56])[CH2:50][CH2:51][CH2:52][CH2:53][O:54][CH3:55])[CH:46]=[CH:47][CH:48]=1. The catalyst is C(Cl)Cl.CCN(CC)CC. The reactants are [OH:1][C:2]1([CH2:8][CH:9]([NH2:22])[CH2:10][N:11]([CH3:21])[C:12](=[O:20])[O:13][CH2:14][CH2:15][Si:16]([CH3:19])([CH3:18])[CH3:17])[CH2:7][CH2:6][CH2:5][CH2:4][CH2:3]1.C[Si](Cl)(C)C.Cl[C:29](OC1C=CC([N+]([O-])=O)=CC=1)=[O:30].Cl.[F:42][C:43]1[CH:44]=[C:45]([C@:49]([C@@H:57]2[CH2:62][CH2:61][CH2:60][NH:59][CH2:58]2)([OH:56])[CH2:50][CH2:51][CH2:52][CH2:53][O:54][CH3:55])[CH:46]=[CH:47][CH:48]=1. The yield is 0.500. (2) The reactants are [Br:1][C:2]1[CH:15]=[C:14]2[C:5]([O:6][C@@H:7]3[C@@H:12]([C@@:13]42[C:19](=[O:20])[N:18]([CH3:21])[C:17](=O)[NH:16]4)[CH2:11][C@@H:10]([O:23][CH2:24][CH3:25])[CH2:9][CH2:8]3)=[CH:4][CH:3]=1.COC1C=CC(P2(SP(C3C=CC(OC)=CC=3)(=S)S2)=S)=CC=1.C(OO)(C)(C)C.[OH-].[NH4+:55]. The catalyst is C1(C)C=CC=CC=1.C(OCC)(=O)C.CO. The product is [NH2:55][C:17]1[N:18]([CH3:21])[C:19](=[O:20])[C@@:13]2([N:16]=1)[C@@H:12]1[C@H:7]([CH2:8][CH2:9][C@H:10]([O:23][CH2:24][CH3:25])[CH2:11]1)[O:6][C:5]1[C:14]2=[CH:15][C:2]([Br:1])=[CH:3][CH:4]=1. The yield is 0.920. (3) The reactants are [Cl:1][C:2]1[C:11]2[C:6](=[CH:7][CH:8]=[CH:9][C:10]=2[O:12][CH:13]2[CH2:18][CH2:17][N:16]([CH3:19])[CH2:15][CH2:14]2)[N:5]=[CH:4][N:3]=1.[NH2:20][C:21]1[CH:22]=[C:23]2[C:27](=[CH:28][CH:29]=1)[NH:26][CH:25]=[CH:24]2. No catalyst specified. The product is [ClH:1].[NH:26]1[C:27]2[C:23](=[CH:22][C:21]([NH:20][C:2]3[C:11]4[C:6](=[CH:7][CH:8]=[CH:9][C:10]=4[O:12][CH:13]4[CH2:18][CH2:17][N:16]([CH3:19])[CH2:15][CH2:14]4)[N:5]=[CH:4][N:3]=3)=[CH:29][CH:28]=2)[CH:24]=[CH:25]1. The yield is 0.300. (4) The reactants are [NH2:1][S:2]([C:5]1[N:9]([CH3:10])[C:8]([C:11]([OH:13])=[O:12])=[CH:7][CH:6]=1)(=[O:4])=[O:3].[C:14]1(C)C=CC=CC=1.C[Si](C=[N+]=[N-])(C)C. The catalyst is CO. The product is [NH2:1][S:2]([C:5]1[N:9]([CH3:10])[C:8]([C:11]([O:13][CH3:14])=[O:12])=[CH:7][CH:6]=1)(=[O:4])=[O:3]. The yield is 0.610. (5) The reactants are [C:1]([O:5][C:6]([N:8]1[CH2:13][CH2:12][C:11]2[NH:14][N:15]=[C:16]([C:17]3[CH:22]=[CH:21][C:20]([Cl:23])=[C:19]([CH3:24])[CH:18]=3)[C:10]=2[CH2:9]1)=[O:7])([CH3:4])([CH3:3])[CH3:2].[CH2:25]([CH:27]1[O:29][CH2:28]1)Cl.C(=O)([O-])[O-].[Cs+].[Cs+]. The catalyst is CN(C=O)C.CCOC(C)=O. The product is [C:1]([O:5][C:6]([N:8]1[CH2:13][CH2:12][C:11]2[N:14]([CH2:25][CH:27]3[CH2:28][O:29]3)[N:15]=[C:16]([C:17]3[CH:22]=[CH:21][C:20]([Cl:23])=[C:19]([CH3:24])[CH:18]=3)[C:10]=2[CH2:9]1)=[O:7])([CH3:4])([CH3:3])[CH3:2]. The yield is 0.570.